Task: Predict the product of the given reaction.. Dataset: Forward reaction prediction with 1.9M reactions from USPTO patents (1976-2016) (1) Given the reactants [Br:1][CH2:2][CH2:3][CH2:4][CH2:5][CH2:6][CH2:7][CH2:8][CH3:9].[CH:10]1[C:22]2[NH:21][C:20]3[C:15](=[CH:16][CH:17]=[CH:18][CH:19]=3)[C:14]=2[CH:13]=[CH:12][CH:11]=1.[NH+:23]1[CH:27]=[CH:26][NH:25][CH:24]=1.[CH2:28](Cl)Cl, predict the reaction product. The product is: [Br-:1].[CH3:28][N:21]1[C:20]2[CH:19]=[CH:18][C:17]([N:23]3[CH:27]=[CH:26][NH+:25]([CH2:2][CH2:3][CH2:4][CH2:5][CH2:6][CH2:7][CH2:8][CH3:9])[CH2:24]3)=[CH:16][C:15]=2[C:14]2[C:22]1=[CH:10][CH:11]=[CH:12][CH:13]=2. (2) Given the reactants [CH3:1][O:2][C:3](=[O:27])[C@H:4]([NH:16]C(OCC1C=CC=CC=1)=O)[CH2:5][C:6]1[CH:15]=[CH:14][C:9]2[NH:10][C:11](=[O:13])[O:12][C:8]=2[CH:7]=1.C(=O)(O)[O-].[Na+], predict the reaction product. The product is: [CH3:1][O:2][C:3](=[O:27])[C@H:4]([NH2:16])[CH2:5][C:6]1[CH:15]=[CH:14][C:9]2[NH:10][C:11](=[O:13])[O:12][C:8]=2[CH:7]=1. (3) The product is: [F:27][C:23]1([F:28])[CH2:24][CH2:25][CH2:26][C:21]([CH2:20][NH:19][C:11]([C:9]2[CH:8]=[C:7]([CH2:14][CH2:15][O:16][CH2:17][CH3:18])[N:6]3[C:10]=2[C:2]([Cl:1])=[CH:3][CH:4]=[CH:5]3)=[O:13])([OH:29])[CH2:22]1. Given the reactants [Cl:1][C:2]1[C:10]2[N:6]([C:7]([CH2:14][CH2:15][O:16][CH2:17][CH3:18])=[CH:8][C:9]=2[C:11]([OH:13])=O)[CH:5]=[CH:4][CH:3]=1.[NH2:19][CH2:20][C:21]1([OH:29])[CH2:26][CH2:25][CH2:24][C:23]([F:28])([F:27])[CH2:22]1.Cl.CN(C)CCCN=C=NCC.N1(O)C2C=CC=CC=2N=N1.C(N(C(C)C)C(C)C)C, predict the reaction product. (4) Given the reactants C([C:4]1[CH:5]=[CH:6][C:7]([O:12][CH2:13][CH2:14][CH3:15])=[C:8]([CH:11]=1)[C:9]#[N:10])(=O)C.S(OOS([O-])(=O)=O)([O-])(=O)=[O:17].[NH4+].[NH4+].S(=O)(=O)(O)O, predict the reaction product. The product is: [OH:17][C:4]1[CH:5]=[CH:6][C:7]([O:12][CH2:13][CH2:14][CH3:15])=[C:8]([CH:11]=1)[C:9]#[N:10].